This data is from Full USPTO retrosynthesis dataset with 1.9M reactions from patents (1976-2016). The task is: Predict the reactants needed to synthesize the given product. (1) Given the product [OH:2][C:3]1[CH:12]=[C:11]2[C:6]([CH:7]([C:13]([O:15][CH3:17])=[O:14])[CH2:8][CH2:9][O:10]2)=[CH:5][CH:4]=1, predict the reactants needed to synthesize it. The reactants are: C[O:2][C:3]1[CH:12]=[C:11]2[C:6]([CH:7]([C:13]([OH:15])=[O:14])[CH2:8][CH2:9][O:10]2)=[CH:5][CH:4]=1.Br.[C:17](OCC)(=O)C. (2) Given the product [Cl:13][C:2]1[CH:3]=[C:4]([C:8]2[N:9]=[N:10][NH:11][N:12]=2)[CH:5]=[CH:6][CH:7]=1, predict the reactants needed to synthesize it. The reactants are: Br[C:2]1[CH:3]=[C:4]([C:8]2[N:9]=[N:10][NH:11][N:12]=2)[CH:5]=[CH:6][CH:7]=1.[Cl:13]C1C=C(C=CC=1)C#N. (3) Given the product [Cl:1][C:2]1[CH:3]=[C:4]([C:8]#[C:9][C:10]2[CH2:14][C:13]3([O:12][N:11]=2)[CH2:18][CH2:17][N:16]([C:19]([N:21]([O:36][CH3:35])[CH3:26])=[O:20])[CH2:15]3)[CH:5]=[CH:6][CH:7]=1, predict the reactants needed to synthesize it. The reactants are: [Cl:1][C:2]1[CH:3]=[C:4]([C:8]#[C:9][C:10]2[CH2:14][C:13]3([CH2:18][CH2:17][N:16]([C:19]([N:21]4[CH2:26]CN(C)CC4)=[O:20])[CH2:15]3)[O:12][N:11]=2)[CH:5]=[CH:6][CH:7]=1.CN1CCN([C:35](Cl)=[O:36])CC1. (4) Given the product [OH:30][C:27]1[CH:28]=[CH:29][C:24]([N:21]2[CH2:20][CH2:19][N:18]([C:15]3[CH:14]=[CH:13][C:12]([N:9]4[C:10](=[O:11])[N:6]([CH2:1][CH2:2][CH:3]([CH3:5])[CH3:4])[N:7]=[CH:8]4)=[CH:17][CH:16]=3)[CH2:23][CH2:22]2)=[CH:25][CH:26]=1, predict the reactants needed to synthesize it. The reactants are: [CH2:1]([N:6]1[C:10](=[O:11])[N:9]([C:12]2[CH:17]=[CH:16][C:15]([N:18]3[CH2:23][CH2:22][N:21]([C:24]4[CH:29]=[CH:28][C:27]([O:30]C)=[CH:26][CH:25]=4)[CH2:20][CH2:19]3)=[CH:14][CH:13]=2)[CH:8]=[N:7]1)[CH2:2][CH:3]([CH3:5])[CH3:4]. (5) Given the product [CH3:19][C:20]1[CH:25]=[CH:24][C:23]([C:15]2[CH:16]=[CH:17][C:12]([O:11][CH2:10][C:7]3[O:6][C:5]([C:3]([OH:2])=[O:4])=[CH:9][CH:8]=3)=[CH:13][CH:14]=2)=[CH:22][CH:21]=1, predict the reactants needed to synthesize it. The reactants are: C[O:2][C:3]([C:5]1[O:6][C:7]([CH2:10][O:11][C:12]2[CH:17]=[CH:16][C:15](I)=[CH:14][CH:13]=2)=[CH:8][CH:9]=1)=[O:4].[CH3:19][C:20]1[CH:25]=[CH:24][C:23](B(O)O)=[CH:22][CH:21]=1.[OH-].[Na+].